This data is from Peptide-MHC class I binding affinity with 185,985 pairs from IEDB/IMGT. The task is: Regression. Given a peptide amino acid sequence and an MHC pseudo amino acid sequence, predict their binding affinity value. This is MHC class I binding data. The peptide sequence is LMWASSGFF. The MHC is HLA-A31:01 with pseudo-sequence HLA-A31:01. The binding affinity (normalized) is 0.0847.